Predict the reactants needed to synthesize the given product. From a dataset of Full USPTO retrosynthesis dataset with 1.9M reactions from patents (1976-2016). (1) Given the product [Cl:24][CH2:23][C:22]([C:2]1[CH:7]=[CH:6][CH:5]=[C:4]([C@@H:8]([O:15][CH3:16])[CH2:9][CH2:10][CH2:11][CH2:12][CH2:13][CH3:14])[C:3]=1[O:17][CH3:18])=[O:25], predict the reactants needed to synthesize it. The reactants are: Br[C:2]1[CH:7]=[CH:6][CH:5]=[C:4]([C@@H:8]([O:15][CH3:16])[CH2:9][CH2:10][CH2:11][CH2:12][CH2:13][CH3:14])[C:3]=1[O:17][CH3:18].CON(C)[C:22](=[O:25])[CH2:23][Cl:24]. (2) The reactants are: [Cl:1][C:2]1[N:7]=[C:6]([C:8]2[C:9]3[CH:16]=[C:15]([CH2:17][O:18][C:19]4[CH:24]=[CH:23][C:22]([C@@H:25]([C:32]#[C:33][CH3:34])[CH2:26][C:27]([O:29]CC)=[O:28])=[CH:21][CH:20]=4)[CH:14]=[CH:13][C:10]=3[S:11][CH:12]=2)[C:5]([CH3:35])=[CH:4][CH:3]=1.[Li+].[OH-].Cl. Given the product [Cl:1][C:2]1[N:7]=[C:6]([C:8]2[C:9]3[CH:16]=[C:15]([CH2:17][O:18][C:19]4[CH:24]=[CH:23][C:22]([CH:25]([C:32]#[C:33][CH3:34])[CH2:26][C:27]([OH:29])=[O:28])=[CH:21][CH:20]=4)[CH:14]=[CH:13][C:10]=3[S:11][CH:12]=2)[C:5]([CH3:35])=[CH:4][CH:3]=1, predict the reactants needed to synthesize it.